The task is: Predict the reaction yield, written as a fraction of the theoretical maximum amount of product (1.0 means a 100% yield; for example, 0.34 means a 34% yield).. This data is from Reaction yield outcomes from USPTO patents with 853,638 reactions. (1) The reactants are [OH:1][CH2:2][C:3]1[N:4]=[C:5]([C:24]2[CH:29]=[CH:28][C:27]([C:30]([F:33])([F:32])[F:31])=[CH:26][CH:25]=2)[S:6][C:7]=1[CH2:8][S:9][C:10]1[CH:22]=[CH:21][C:13]([O:14][CH2:15][C:16]([O:18][CH2:19][CH3:20])=[O:17])=[C:12]([CH3:23])[CH:11]=1.[CH3:34][C:35]1[O:39][N:38]=[C:37]([C:40]2[CH:41]=[C:42](O)[CH:43]=[CH:44][CH:45]=2)[N:36]=1.C1(P(C2C=CC=CC=2)C2C=CC=CC=2)C=CC=CC=1.CC(OC(/N=N/C(OC(C)C)=O)=O)C. The catalyst is C1(C)C=CC=CC=1. The product is [CH3:23][C:12]1[CH:11]=[C:10]([S:9][CH2:8][C:7]2[S:6][C:5]([C:24]3[CH:25]=[CH:26][C:27]([C:30]([F:32])([F:33])[F:31])=[CH:28][CH:29]=3)=[N:4][C:3]=2[CH2:2][O:1][C:42]2[CH:43]=[CH:44][CH:45]=[C:40]([C:37]3[N:36]=[C:35]([CH3:34])[O:39][N:38]=3)[CH:41]=2)[CH:22]=[CH:21][C:13]=1[O:14][CH2:15][C:16]([O:18][CH2:19][CH3:20])=[O:17]. The yield is 0.760. (2) The reactants are [F-].C([N+](CCCC)(CCCC)CCCC)CCC.[CH3:19][N:20]([CH3:46])[CH:21]1[C:30]2[CH2:29][O:28][C:27]([CH:31]=[O:32])=[CH:26][C:25]3=[CH:33][N:34]([Si](C(C)C)(C(C)C)C(C)C)[CH:35]=[C:23]([C:24]=23)[CH2:22]1. The catalyst is O1CCCC1.O.C(OCC)(=O)C. The product is [CH3:19][N:20]([CH3:46])[CH:21]1[C:30]2[CH2:29][O:28][C:27]([CH:31]=[O:32])=[CH:26][C:25]3=[CH:33][NH:34][CH:35]=[C:23]([C:24]=23)[CH2:22]1. The yield is 0.880. (3) The reactants are [C:1]1([N:7]2[CH:20]=[C:10]3[N:11]([CH2:17][CH2:18][CH3:19])[C:12](=[O:16])[NH:13][C:14](=[O:15])[C:9]3=[N+:8]2[O-])[CH:6]=[CH:5][CH:4]=[CH:3][CH:2]=1. The catalyst is C(O)C.[C].[Pd]. The product is [C:1]1([N:7]2[CH:20]=[C:10]3[N:11]([CH2:17][CH2:18][CH3:19])[C:12](=[O:16])[NH:13][C:14](=[O:15])[C:9]3=[N:8]2)[CH:2]=[CH:3][CH:4]=[CH:5][CH:6]=1. The yield is 0.260. (4) The reactants are [CH3:1][C@H:2]1[C:10]2[C:9](O)=[N:8][CH:7]=[N:6][C:5]=2[CH2:4][CH2:3]1.O=P(Cl)(Cl)[Cl:14]. No catalyst specified. The product is [Cl:14][C:9]1[C:10]2[C@H:2]([CH3:1])[CH2:3][CH2:4][C:5]=2[N:6]=[CH:7][N:8]=1. The yield is 0.490. (5) The reactants are Br[C:2]1[CH:3]=[C:4]([C:8]2[N:12]([C:13]3[CH:18]=[CH:17][CH:16]=[CH:15][CH:14]=3)[C:11]3[CH:19]=[CH:20][CH:21]=[CH:22][C:10]=3[N:9]=2)[CH:5]=[CH:6][CH:7]=1.[CH:23]1[C:31]2[C:30]3[CH:32]=[CH:33][CH:34]=[CH:35][C:29]=3[S:28][C:27]=2[C:26](B(O)O)=[CH:25][CH:24]=1.C1(C)C=CC=CC=1P(C1C=CC=CC=1C)C1C=CC=CC=1C.C(=O)([O-])[O-].[K+].[K+]. The catalyst is C([O-])(=O)C.[Pd+2].C([O-])(=O)C.C(O)C.C1(C)C=CC=CC=1. The product is [CH:23]1[C:31]2[C:30]3[CH:32]=[CH:33][CH:34]=[CH:35][C:29]=3[S:28][C:27]=2[C:26]([C:6]2[CH:5]=[C:4]([C:8]3[N:12]([C:13]4[CH:14]=[CH:15][CH:16]=[CH:17][CH:18]=4)[C:11]4[CH:19]=[CH:20][CH:21]=[CH:22][C:10]=4[N:9]=3)[CH:3]=[CH:2][CH:7]=2)=[CH:25][CH:24]=1. The yield is 0.510. (6) The reactants are [CH2:1]([O:3][C:4]1[N:8]([C:9]2[C:17]3[O:16][CH2:15][C@@H:14]([N:18](C(=O)C(F)(F)F)[C:19]4[CH:32]=[CH:31][C:22]5[C@H:23]([CH2:26][C:27]([O:29]C)=[O:28])[CH2:24][O:25][C:21]=5[CH:20]=4)[C:13]=3[CH:12]=[CH:11][CH:10]=2)[C:7]2[CH:39]=[C:40]([F:44])[C:41]([F:43])=[CH:42][C:6]=2[N:5]=1)[CH3:2].[OH-].[Na+].Cl. The catalyst is O1CCCC1.CO.O. The product is [CH2:1]([O:3][C:4]1[N:8]([C:9]2[C:17]3[O:16][CH2:15][C@@H:14]([NH:18][C:19]4[CH:32]=[CH:31][C:22]5[C@H:23]([CH2:26][C:27]([OH:29])=[O:28])[CH2:24][O:25][C:21]=5[CH:20]=4)[C:13]=3[CH:12]=[CH:11][CH:10]=2)[C:7]2[CH:39]=[C:40]([F:44])[C:41]([F:43])=[CH:42][C:6]=2[N:5]=1)[CH3:2]. The yield is 1.00. (7) The reactants are [N:1]1([C:6]2[N:11]=[CH:10][C:9]([C:12](=O)[CH:13]=[C:14]([C:19]3[CH:24]=[C:23]([Cl:25])[CH:22]=[C:21]([Cl:26])[CH:20]=3)[C:15]([F:18])([F:17])[F:16])=[CH:8][CH:7]=2)[CH:5]=[N:4][CH:3]=[N:2]1.[OH-:28].[Na+].Cl.[NH2:31]O.Cl. The catalyst is O.CN1CCCC1=O.C1(C)C=CC=CC=1. The product is [N:1]1([C:6]2[N:11]=[CH:10][C:9]([C:12]3[CH2:13][C:14]([C:19]4[CH:24]=[C:23]([Cl:25])[CH:22]=[C:21]([Cl:26])[CH:20]=4)([C:15]([F:18])([F:17])[F:16])[O:28][N:31]=3)=[CH:8][CH:7]=2)[CH:5]=[N:4][CH:3]=[N:2]1. The yield is 0.873. (8) The reactants are [Cl:1][C:2]1[CH:3]=[C:4]([N:9]([CH2:33][C:34]2[CH:39]=[CH:38][C:37]([O:40][CH3:41])=[C:36]([O:42][CH3:43])[CH:35]=2)[C:10]2[C:19]3[C:14](=[CH:15][C:16]([O:23][CH2:24][CH2:25][CH2:26][N:27]4[CH2:32][CH2:31][O:30][CH2:29][CH2:28]4)=[C:17]([N+:20]([O-])=O)[CH:18]=3)[N:13]=[CH:12][N:11]=2)[CH:5]=[CH:6][C:7]=1[F:8].[H][H]. The catalyst is C1COCC1.[Ni]. The product is [Cl:1][C:2]1[CH:3]=[C:4]([N:9]([CH2:33][C:34]2[CH:39]=[CH:38][C:37]([O:40][CH3:41])=[C:36]([O:42][CH3:43])[CH:35]=2)[C:10]2[C:19]3[C:14](=[CH:15][C:16]([O:23][CH2:24][CH2:25][CH2:26][N:27]4[CH2:32][CH2:31][O:30][CH2:29][CH2:28]4)=[C:17]([NH2:20])[CH:18]=3)[N:13]=[CH:12][N:11]=2)[CH:5]=[CH:6][C:7]=1[F:8]. The yield is 0.960.